This data is from Forward reaction prediction with 1.9M reactions from USPTO patents (1976-2016). The task is: Predict the product of the given reaction. Given the reactants [NH2:1][CH:2]([CH2:5][CH3:6])[CH2:3][OH:4].C(N(CC)CC)C.[Cl:14][CH2:15][C:16](Cl)=[O:17], predict the reaction product. The product is: [Cl:14][CH2:15][C:16]([NH:1][CH:2]([CH2:5][CH3:6])[CH2:3][OH:4])=[O:17].